This data is from Forward reaction prediction with 1.9M reactions from USPTO patents (1976-2016). The task is: Predict the product of the given reaction. Given the reactants C([N:8]1[CH2:12][CH2:11][CH2:10][C@@H:9]1[CH2:13][O:14][C:15]1[N:16]=[C:17]([NH:26][C:27]2[CH:32]=[CH:31][C:30]([N:33]3[CH2:38][CH2:37][CH:36]([N:39]4[CH2:44][CH2:43][N:42]([CH3:45])[CH2:41][CH2:40]4)[CH2:35][CH2:34]3)=[CH:29][CH:28]=2)[C:18]([C:23]([NH2:25])=[O:24])=[N:19][C:20]=1[CH2:21][CH3:22])C1C=CC=CC=1, predict the reaction product. The product is: [CH2:21]([C:20]1[N:19]=[C:18]([C:23]([NH2:25])=[O:24])[C:17]([NH:26][C:27]2[CH:32]=[CH:31][C:30]([N:33]3[CH2:38][CH2:37][CH:36]([N:39]4[CH2:44][CH2:43][N:42]([CH3:45])[CH2:41][CH2:40]4)[CH2:35][CH2:34]3)=[CH:29][CH:28]=2)=[N:16][C:15]=1[O:14][CH2:13][C@H:9]1[CH2:10][CH2:11][CH2:12][NH:8]1)[CH3:22].